This data is from hERG potassium channel inhibition data for cardiac toxicity prediction from Karim et al.. The task is: Regression/Classification. Given a drug SMILES string, predict its toxicity properties. Task type varies by dataset: regression for continuous values (e.g., LD50, hERG inhibition percentage) or binary classification for toxic/non-toxic outcomes (e.g., AMES mutagenicity, cardiotoxicity, hepatotoxicity). Dataset: herg_karim. The molecule is Cc1[nH]c2ccccc2c1CCN(Cc1ccc(/C=C/C(=O)NO)cc1)CC(F)F. The result is 0 (non-blocker).